This data is from Reaction yield outcomes from USPTO patents with 853,638 reactions. The task is: Predict the reaction yield, written as a fraction of the theoretical maximum amount of product (1.0 means a 100% yield; for example, 0.34 means a 34% yield). (1) The reactants are [OH-].[Na+].[CH3:3][C@@H:4]1[CH2:9][O:8][CH2:7][CH2:6][N:5]1[C:10]1[CH:15]=[C:14]([C:16]2([S:19]([CH3:22])(=[NH:21])=[O:20])[CH2:18][CH2:17]2)[N:13]=[C:12]([C:23]2[CH:28]=[CH:27][N:26]=[C:25]3[N:29](S(C4C=CC(C)=CC=4)(=O)=O)[CH:30]=[CH:31][C:24]=23)[N:11]=1.O.Cl. The catalyst is COCCOC. The product is [CH3:3][C@@H:4]1[CH2:9][O:8][CH2:7][CH2:6][N:5]1[C:10]1[CH:15]=[C:14]([C:16]2([S:19]([CH3:22])(=[NH:21])=[O:20])[CH2:18][CH2:17]2)[N:13]=[C:12]([C:23]2[CH:28]=[CH:27][N:26]=[C:25]3[NH:29][CH:30]=[CH:31][C:24]=23)[N:11]=1. The yield is 0.520. (2) The reactants are [F:1][C:2]1[CH:9]=[CH:8][C:5]([CH2:6][NH2:7])=[CH:4][CH:3]=1.C(N(C(C)C)CC)(C)C.CN1CCCC1=O.Cl[C:27]1[N:32]=[C:31]([NH:33][C:34]2[CH:39]=[CH:38][CH:37]=[CH:36][CH:35]=2)[N:30]=[C:29]([NH:40][C:41]2[CH:46]=[CH:45][CH:44]=[CH:43][CH:42]=2)[N:28]=1. The catalyst is C(#N)C. The product is [C:41]1([NH:40][C:29]2[N:30]=[C:31]([NH:33][C:34]3[CH:35]=[CH:36][CH:37]=[CH:38][CH:39]=3)[N:32]=[C:27]([NH:7][CH2:6][C:5]3[CH:8]=[CH:9][C:2]([F:1])=[CH:3][CH:4]=3)[N:28]=2)[CH:46]=[CH:45][CH:44]=[CH:43][CH:42]=1. The yield is 0.450. (3) The reactants are [CH2:1]([O:8][C:9]([NH:11][C:12]1[C:13]([C:23]([O:25]CC)=[O:24])=[N:14][C:15]2[C:20]([CH:21]=1)=[CH:19][CH:18]=[C:17](Br)[CH:16]=2)=[O:10])[C:2]1[CH:7]=[CH:6][CH:5]=[CH:4][CH:3]=1.O1C=[C:31](B2OC(C)(C)C(C)(C)O2)[CH:30]=[N:29]1.C(=O)([O-])[O-].[Cs+].[Cs+].CC(O)=O. The catalyst is CC(C1C=C(C(C)C)C(C2C=CC=C(P(C3CCCCC3)C3CCCCC3)C=2)=C(C(C)C)C=1)C.C1C=[C-]C(C2C(N)=CC=CC=2)=CC=1.Cl[Pd+]. The product is [CH2:1]([O:8][C:9]([NH:11][C:12]1[C:13]([C:23]([OH:25])=[O:24])=[N:14][C:15]2[C:20]([CH:21]=1)=[CH:19][CH:18]=[C:17]([CH2:31][C:30]#[N:29])[CH:16]=2)=[O:10])[C:2]1[CH:7]=[CH:6][CH:5]=[CH:4][CH:3]=1. The yield is 0.520. (4) The reactants are [H-].[Na+].[CH2:3]([O:5][CH:6]([O:8][CH2:9][C@@H:10]1[NH:15][C:14](=[O:16])[CH2:13][CH2:12][CH2:11]1)[CH3:7])[CH3:4].[CH3:17][O:18][C:19](=[O:27])[CH2:20][O:21][CH2:22][C:23]#[C:24][CH2:25]I.C([O-])(O)=O.[Na+]. The catalyst is CN(C=O)C. The product is [CH3:17][O:18][C:19](=[O:27])[CH2:20][O:21][CH2:22][C:23]#[C:24][CH2:25][N:15]1[C:14](=[O:16])[CH2:13][CH2:12][CH2:11][C@@H:10]1[CH2:9][O:8][CH:6]([O:5][CH2:3][CH3:4])[CH3:7]. The yield is 0.210.